This data is from Forward reaction prediction with 1.9M reactions from USPTO patents (1976-2016). The task is: Predict the product of the given reaction. (1) The product is: [C:1]([C:3]1[C:8]([NH:11][CH:12]2[CH2:13][C:14]([CH3:21])([CH3:22])[N:15]([CH3:20])[C:16]([CH3:19])([CH3:18])[CH2:17]2)=[CH:7][C:6]([F:10])=[CH:5][N:4]=1)#[N:2]. Given the reactants [C:1]([C:3]1[C:8](F)=[CH:7][C:6]([F:10])=[CH:5][N:4]=1)#[N:2].[NH2:11][CH:12]1[CH2:17][C:16]([CH3:19])([CH3:18])[N:15]([CH3:20])[C:14]([CH3:22])([CH3:21])[CH2:13]1.C(=O)([O-])[O-].[K+].[K+].O, predict the reaction product. (2) Given the reactants Br[C:2]1[CH:3]=[CH:4][C:5]2[O:6][C:7]([CH3:13])([CH3:12])[CH2:8][NH:9][C:10]=2[N:11]=1.[F:14][C@H:15]1[CH2:19][CH2:18][N:17]([C:20]2[CH:21]=[C:22](B(O)O)[CH:23]=[CH:24][CH:25]=2)[CH2:16]1.C(=O)([O-])[O-].[Cs+].[Cs+], predict the reaction product. The product is: [F:14][C@H:15]1[CH2:19][CH2:18][N:17]([C:20]2[CH:21]=[C:22]([C:2]3[CH:3]=[CH:4][C:5]4[O:6][C:7]([CH3:13])([CH3:12])[CH2:8][NH:9][C:10]=4[N:11]=3)[CH:23]=[CH:24][CH:25]=2)[CH2:16]1. (3) Given the reactants Br[C:2]1[CH:3]=[C:4]([CH2:9][C:10]([OH:12])=[O:11])[CH:5]=[CH:6][C:7]=1[F:8].[CH3:13][N:14](C=O)C, predict the reaction product. The product is: [C:13]([C:2]1[CH:3]=[C:4]([CH2:9][C:10]([OH:12])=[O:11])[CH:5]=[CH:6][C:7]=1[F:8])#[N:14]. (4) Given the reactants [CH2:1]([O:3][C:4]([C:6]1[CH:7]=[C:8]2[C:13](=[CH:14][CH:15]=1)[N:12]=[CH:11][C:10]([C:16]#[N:17])=[C:9]2Cl)=[O:5])[CH3:2].[N:19]1[CH:24]=[CH:23][CH:22]=[C:21](B(O)O)[CH:20]=1.C(=O)([O-])[O-].[Na+].[Na+], predict the reaction product. The product is: [CH2:1]([O:3][C:4]([C:6]1[CH:7]=[C:8]2[C:13](=[CH:14][CH:15]=1)[N:12]=[CH:11][C:10]([C:16]#[N:17])=[C:9]2[C:21]1[CH:20]=[N:19][CH:24]=[CH:23][CH:22]=1)=[O:5])[CH3:2]. (5) The product is: [CH2:28]([N:30]1[CH2:22][CH2:21][C:8]2([CH2:13][CH2:12][N:11]([C:14]([O:16][C:17]([CH3:18])([CH3:19])[CH3:20])=[O:15])[CH2:10][CH2:9]2)[CH2:7][C:6]1=[O:5])[CH3:29]. Given the reactants O=[O+][O-].C[O:5][C:6](=O)[CH2:7][C:8]1([CH2:21][CH:22]=C)[CH2:13][CH2:12][N:11]([C:14]([O:16][C:17]([CH3:20])([CH3:19])[CH3:18])=[O:15])[CH2:10][CH2:9]1.CSC.[CH2:28]([NH2:30])[CH3:29].C(O[BH-](OC(=O)C)OC(=O)C)(=O)C.[Na+], predict the reaction product. (6) Given the reactants [O:1]=[C:2]1[C:11]2[C:6](=[CH:7][CH:8]=[CH:9][CH:10]=2)[N:5]=[C:4]([CH2:12][CH2:13][CH2:14][C:15]([OH:17])=O)[NH:3]1.[CH3:18][N:19]1[C:23]2[CH:24]=[CH:25][CH:26]=[CH:27][C:22]=2[N:21]([CH:28]2[CH2:33][CH2:32][NH:31][CH2:30][CH2:29]2)[C:20]1=[O:34], predict the reaction product. The product is: [CH3:18][N:19]1[C:23]2[CH:24]=[CH:25][CH:26]=[CH:27][C:22]=2[N:21]([CH:28]2[CH2:33][CH2:32][N:31]([C:15](=[O:17])[CH2:14][CH2:13][CH2:12][C:4]3[NH:3][C:2](=[O:1])[C:11]4[C:6](=[CH:7][CH:8]=[CH:9][CH:10]=4)[N:5]=3)[CH2:30][CH2:29]2)[C:20]1=[O:34]. (7) Given the reactants [Cl-].[O:2]=[C:3]1[C:7]2[CH:8]=[CH:9][C:10](/[CH:12]=[CH:13]/[CH:14]3[CH2:19][CH2:18][NH2+:17][CH2:16][CH2:15]3)=[CH:11][C:6]=2[CH2:5][O:4]1.[C:20]([C:22]1[CH:27]=[CH:26][C:25]([CH2:28][C:29](O)=[O:30])=[CH:24][C:23]=1[O:32][CH3:33])#[N:21], predict the reaction product. The product is: [CH3:33][O:32][C:23]1[CH:24]=[C:25]([CH2:28][C:29](=[O:30])[N:17]2[CH2:16][CH2:15][CH:14](/[CH:13]=[CH:12]/[C:10]3[CH:9]=[CH:8][C:7]4[C:3](=[O:2])[O:4][CH2:5][C:6]=4[CH:11]=3)[CH2:19][CH2:18]2)[CH:26]=[CH:27][C:22]=1[C:20]#[N:21].